From a dataset of Full USPTO retrosynthesis dataset with 1.9M reactions from patents (1976-2016). Predict the reactants needed to synthesize the given product. (1) Given the product [O:29]1[CH2:30][CH2:31][CH:26]([NH:25][C:3]([C:5]2[N:6]([CH3:24])[N:7]=[C:8]([O:10][CH2:11][C:12]3[C:13]([C:18]4[CH:23]=[CH:22][CH:21]=[CH:20][N:19]=4)=[N:14][O:15][C:16]=3[CH3:17])[CH:9]=2)=[O:4])[CH2:27][CH2:28]1, predict the reactants needed to synthesize it. The reactants are: CO[C:3]([C:5]1[N:6]([CH3:24])[N:7]=[C:8]([O:10][CH2:11][C:12]2[C:13]([C:18]3[CH:23]=[CH:22][CH:21]=[CH:20][N:19]=3)=[N:14][O:15][C:16]=2[CH3:17])[CH:9]=1)=[O:4].[NH2:25][CH:26]1[CH2:31][CH2:30][O:29][CH2:28][CH2:27]1. (2) Given the product [Br:1][C:2]1[S:6][C:5]([CH3:7])=[C:4]([CH2:8][C:9]2[CH:14]=[CH:13][C:12]([OH:15])=[CH:11][CH:10]=2)[CH:3]=1, predict the reactants needed to synthesize it. The reactants are: [Br:1][C:2]1[S:6][C:5]([CH3:7])=[C:4]([CH2:8][C:9]2[CH:14]=[CH:13][C:12]([O:15]C)=[CH:11][CH:10]=2)[CH:3]=1.B(Br)(Br)Br.Cl.